This data is from Full USPTO retrosynthesis dataset with 1.9M reactions from patents (1976-2016). The task is: Predict the reactants needed to synthesize the given product. (1) Given the product [Br:1][C:2]1[C:3]([CH3:12])=[C:4]([N+:18]([O-:20])=[O:19])[C:5]([CH3:11])=[C:6]([CH:10]=1)[C:7]([OH:9])=[O:8], predict the reactants needed to synthesize it. The reactants are: [Br:1][C:2]1[C:3]([CH3:12])=[CH:4][C:5]([CH3:11])=[C:6]([CH:10]=1)[C:7]([OH:9])=[O:8].OS(O)(=O)=O.[N+:18]([O-])([OH:20])=[O:19]. (2) The reactants are: [Cl:1][C:2]1[CH:3]=[CH:4][C:5]([C:21](O)=O)=N[C:7]=1[C:8]1[CH:17]=[CH:16][C:15]2[C:10](=[CH:11][CH:12]=[C:13]([OH:20])[C:14]=2[CH:18]=[O:19])[CH:9]=1.O[N:25]1[C:29]2[CH:30]=CC=CC=2N=N1.C[O:35][CH2:36][CH2:37]N.C(N(CC)CC)C.Cl.C1C[O:50][CH2:49]C1. Given the product [Cl:1][C:2]1[CH:3]=[CH:4][C:5]([C:49]([N:25]2[CH2:29][CH2:30][O:35][CH2:36][CH2:37]2)=[O:50])=[CH:21][C:7]=1[C:8]1[CH:9]=[C:10]2[C:15](=[CH:16][CH:17]=1)[C:14]([CH:18]=[O:19])=[C:13]([OH:20])[CH:12]=[CH:11]2, predict the reactants needed to synthesize it. (3) Given the product [CH3:9][O:8][C:6]([C:5]1[CH:10]=[CH:11][C:2]2[O:1][C:27]([C:21]3[CH:26]=[CH:25][CH:24]=[CH:23][CH:22]=3)=[CH:28][C:3]=2[CH:4]=1)=[O:7], predict the reactants needed to synthesize it. The reactants are: [OH:1][C:2]1[CH:11]=[CH:10][C:5]([C:6]([O:8][CH3:9])=[O:7])=[CH:4][C:3]=1I.CN(C)C(=N)N(C)C.[C:21]1([C:27]#[CH:28])[CH:26]=[CH:25][CH:24]=[CH:23][CH:22]=1.Cl. (4) Given the product [O:23]=[S:24]1(=[O:30])[CH2:29][CH2:28][N:27]([CH2:19][C:6]2[CH:7]=[C:8]3[C:12](=[C:4]([N+:1]([O-:3])=[O:2])[CH:5]=2)[NH:11][C:10]([C:13]2[CH:18]=[CH:17][CH:16]=[CH:15][CH:14]=2)=[CH:9]3)[CH2:26][CH2:25]1, predict the reactants needed to synthesize it. The reactants are: [N+:1]([C:4]1[CH:5]=[C:6]([CH2:19]O)[CH:7]=[C:8]2[C:12]=1[NH:11][C:10]([C:13]1[CH:18]=[CH:17][CH:16]=[CH:15][CH:14]=1)=[CH:9]2)([O-:3])=[O:2].II.[O:23]=[S:24]1(=[O:30])[CH2:29][CH2:28][NH:27][CH2:26][CH2:25]1. (5) Given the product [CH3:28][N:29]1[CH2:34][CH2:33][N:32]([CH2:35][C:36]2[CH:37]=[CH:38][C:39]([NH:42][C:25]([C:16]3[C:17]4[N:18]=[C:19]([CH3:24])[C:20]([CH3:23])=[N:21][C:22]=4[C:13]([C:3]4[C:2]([Cl:1])=[C:7]([O:8][CH3:9])[CH:6]=[C:5]([O:10][CH3:11])[C:4]=4[Cl:12])=[CH:14][CH:15]=3)=[O:27])=[N:40][CH:41]=2)[CH2:31][CH2:30]1, predict the reactants needed to synthesize it. The reactants are: [Cl:1][C:2]1[C:7]([O:8][CH3:9])=[CH:6][C:5]([O:10][CH3:11])=[C:4]([Cl:12])[C:3]=1[C:13]1[C:22]2[N:21]=[C:20]([CH3:23])[C:19]([CH3:24])=[N:18][C:17]=2[C:16]([C:25]([OH:27])=O)=[CH:15][CH:14]=1.[CH3:28][N:29]1[CH2:34][CH2:33][N:32]([CH2:35][C:36]2[CH:37]=[CH:38][C:39]([NH:42]C(C3C4N=CC=NC=4C(C4C(Cl)=C(OC)C=C(OC)C=4Cl)=CC=3)=O)=[N:40][CH:41]=2)[CH2:31][CH2:30]1.